From a dataset of Forward reaction prediction with 1.9M reactions from USPTO patents (1976-2016). Predict the product of the given reaction. Given the reactants [F:1][C:2]1[C:10]([C:11]2[CH:16]=[CH:15][CH:14]=[C:13]([F:17])[CH:12]=2)=[CH:9][C:8]([CH3:18])=[CH:7][C:3]=1[C:4]([OH:6])=O.C(Cl)(C(Cl)=O)=O.[NH2:25][C:26]1[C:27]([CH3:34])=[C:28]([OH:33])[CH:29]=[CH:30][C:31]=1[CH3:32].C([O-])(O)=O.[Na+], predict the reaction product. The product is: [F:1][C:2]1[C:10]([C:11]2[CH:16]=[CH:15][CH:14]=[C:13]([F:17])[CH:12]=2)=[CH:9][C:8]([CH3:18])=[CH:7][C:3]=1[C:4]([NH:25][C:26]1[C:31]([CH3:32])=[CH:30][CH:29]=[C:28]([OH:33])[C:27]=1[CH3:34])=[O:6].